Dataset: Reaction yield outcomes from USPTO patents with 853,638 reactions. Task: Predict the reaction yield, written as a fraction of the theoretical maximum amount of product (1.0 means a 100% yield; for example, 0.34 means a 34% yield). (1) The reactants are [O:1]1[CH:5]=[CH:4][CH:3]=[CH:2]1.[C:6]([O:9]B(OC(=O)C)OC(=O)C)(=[O:8])C.[C:19](O)(=O)[CH:20]=C. No catalyst specified. The product is [CH:5]12[O:1][CH:2]([CH:19]=[CH:20]1)[CH2:3][CH:4]2[C:6]([OH:9])=[O:8]. The yield is 0.430. (2) The reactants are [CH2:1]([C:3]1[C:8](=[O:9])[NH:7][C:6]([CH3:10])=[C:5]([C:11]2[O:15][C:14]([C:16]([OH:18])=O)=[CH:13][CH:12]=2)[CH:4]=1)[CH3:2].[F:19][C:20]1[CH:25]=[CH:24][C:23]([N:26]2[CH2:31][CH2:30][NH:29][CH2:28][CH2:27]2)=[CH:22][CH:21]=1. No catalyst specified. The product is [CH2:1]([C:3]1[C:8](=[O:9])[NH:7][C:6]([CH3:10])=[C:5]([C:11]2[O:15][C:14]([C:16]([N:29]3[CH2:28][CH2:27][N:26]([C:23]4[CH:22]=[CH:21][C:20]([F:19])=[CH:25][CH:24]=4)[CH2:31][CH2:30]3)=[O:18])=[CH:13][CH:12]=2)[CH:4]=1)[CH3:2]. The yield is 0.980. (3) The catalyst is ClCCl.C([O-])(=O)C.[Cu+2].C([O-])(=O)C. The product is [I:12][C:8]1[CH:9]=[CH:10][N:11]([C:13]2[CH:18]=[CH:17][CH:16]=[CH:15][CH:14]=2)[C:2](=[O:1])[C:3]=1[C:4]([O:6][CH3:7])=[O:5]. The yield is 0.910. The reactants are [OH:1][C:2]1[N:11]=[CH:10][CH:9]=[C:8]([I:12])[C:3]=1[C:4]([O:6][CH3:7])=[O:5].[C:13]1(B(O)O)[CH:18]=[CH:17][CH:16]=[CH:15][CH:14]=1.ClC(Cl)C.N1C=CC=CC=1. (4) The reactants are [Cl:1][C:2]1[C:10]2[C:5](=[CH:6][CH:7]=[C:8]([N+:11]([O-])=O)[CH:9]=2)[N:4]([CH2:14][C:15]2[CH:20]=[CH:19][CH:18]=[CH:17][N:16]=2)[CH:3]=1.S(S([O-])=O)([O-])=O.[Na+].[Na+]. The catalyst is C(O)C.O. The product is [NH2:11][C:8]1[CH:9]=[C:10]2[C:5](=[CH:6][CH:7]=1)[N:4]([CH2:14][C:15]1[CH:20]=[CH:19][CH:18]=[CH:17][N:16]=1)[CH:3]=[C:2]2[Cl:1]. The yield is 0.230. (5) The reactants are [CH3:1][C:2]1[CH:3]=[C:4]([CH:6]=[CH:7][CH:8]=1)[NH2:5].[N:9]([O-])=O.[Na+].C([O-])(=O)C.[Na+].[C:18]([CH2:21][C:22](=[O:24])[CH3:23])(=[O:20])[CH3:19]. The catalyst is C(O)(=O)C.Cl.O.C(O)C. The product is [CH3:1][C:2]1[CH:3]=[C:4]([NH:5][N:9]=[C:21]([C:22](=[O:24])[CH3:23])[C:18](=[O:20])[CH3:19])[CH:6]=[CH:7][CH:8]=1. The yield is 0.240. (6) The reactants are [F:1][C:2]([F:19])([F:18])[C:3]1[N:8]=[C:7]([O:9][C:10]2[CH:17]=[CH:16][C:13]([CH:14]=O)=[CH:12][CH:11]=2)[CH:6]=[CH:5][CH:4]=1.[H-].[Na+].[CH2:22]1COCC1. The catalyst is [Br-].C[P+](C1C=CC=CC=1)(C1C=CC=CC=1)C1C=CC=CC=1. The product is [F:1][C:2]([F:19])([F:18])[C:3]1[CH:4]=[CH:5][CH:6]=[C:7]([O:9][C:10]2[CH:17]=[CH:16][C:13]([CH:14]=[CH2:22])=[CH:12][CH:11]=2)[N:8]=1. The yield is 0.604. (7) The catalyst is C(O)C.O. The yield is 0.960. The reactants are [CH2:1]([O:3][C:4](=[O:18])[C:5]([C:10]([C:12]1[CH:16]=[C:15]([CH3:17])[O:14][N:13]=1)=O)=[CH:6][N:7](C)C)C.Cl.[C:20]([NH:24]N)([CH3:23])([CH3:22])[CH3:21].C([O-])(=O)C.[Na+]. The product is [CH3:1][O:3][C:4]([C:5]1[CH:6]=[N:7][N:24]([C:20]([CH3:23])([CH3:22])[CH3:21])[C:10]=1[C:12]1[CH:16]=[C:15]([CH3:17])[O:14][N:13]=1)=[O:18].